Dataset: Experimentally validated miRNA-target interactions with 360,000+ pairs, plus equal number of negative samples. Task: Binary Classification. Given a miRNA mature sequence and a target amino acid sequence, predict their likelihood of interaction. (1) The miRNA is mmu-miR-465a-5p with sequence UAUUUAGAAUGGCACUGAUGUGA. The protein sequence of the target gene is MITDVQLAIFANMLGVSLFLLVVLYHYVAVNNPKKQE. Result: 0 (no interaction). (2) The miRNA is hsa-miR-3657 with sequence UGUGUCCCAUUAUUGGUGAUU. The protein sequence of the target gene is MSLPRFQRVNFGPYDNYIPVSELSKKSWNQQHFALLFPKPQRPGTKRRSKPSQIRDNTVSIIDEEQLRGDRRQPLWMYRSLMRISERPSVYLAARRQPLKPTRTVEVDSKAAEIGKKGEDKTTQKDTTDSESELKQGKKDSKKGKDIEKGKEEKLDAKKDSKKGKKDAEKGKDSATESEDEKGGAKKDNKKDKKDSNKGKDSATESEGEKGGTEKDSKKGKKDSKKGKDSAIELQAVKADEKKDEDGKKDANKGDESKDAKKDAKEIKKGKKDKKKPSSTDSDSKDDVKKESKKDATKDA.... Result: 1 (interaction). (3) The miRNA is cel-miR-71-5p with sequence UGAAAGACAUGGGUAGUGAGACG. The protein sequence of the target gene is MTAPEKPVKQEEMAALDVDSGGGGGGGGGHGEYLQQQQQHGNGAVAAAAAAQDTQPSPLALLAATCSKIGPPSPGDDEEEAAAAAGAPAAAGATGDLASAQLGGAPNRWEVLSATPTTIKDEAGNLVQIPSAATSSGQYVLPLQNLQNQQIFSVAPGSDSSNGTVSSVQYQVIPQIQSADGQQVQIGFTGSSDNGGINQESSQIQIIPGSNQTLLASGTPSANIQNLIPQTGQVQVQGVAIGGSSFPGQTQVVANVPLGLPGNITFVPINSVDLDSLGLSGSSQTMTAGINADGHLINTG.... Result: 0 (no interaction). (4) The miRNA is mmu-miR-290b-5p with sequence GCUUAAAACUAGGCGGCACUUU. The protein sequence of the target gene is MPKLQGFEFWSRTLGGARHVVAPMVDQSELAWRLLSRRHGAQLCYTPMLHAQVFVRDANYRKENLYCDVCPEDRPLIVQFCANDPEVFVQAALLAQDYCDAIDLNLGCPQMIAKRGHYGAFLQEEWDLLQRMILLAHERLSVPVTCKIRVFPEIDKTVRYAQMLEKAGCQLLTVHGRTKEQKGPMAGTASWEHIKAVRKAVGIPVFANGNIQCLQDVERCIQDTGVQGVMSAEGNLHNPALFEGRSPAVWELAEEYLDIVRQHPCPLSYVRAHLFKLWHHTLQVHQQLREELAKVKTLEG.... Result: 0 (no interaction).